This data is from Reaction yield outcomes from USPTO patents with 853,638 reactions. The task is: Predict the reaction yield, written as a fraction of the theoretical maximum amount of product (1.0 means a 100% yield; for example, 0.34 means a 34% yield). (1) The reactants are [N:1]1([CH2:7][CH2:8][CH2:9][OH:10])[CH2:6][CH2:5][O:4][CH2:3][CH2:2]1.[H-].[Na+].[CH2:13]([O:20][C:21]1[CH:26]=[CH:25][C:24]([C:27]2[CH:32]=[C:31](Cl)[N:30]=[N:29][C:28]=2[CH2:34][CH2:35][CH2:36][CH3:37])=[CH:23][CH:22]=1)[C:14]1[CH:19]=[CH:18][CH:17]=[CH:16][CH:15]=1. The catalyst is C1COCC1. The product is [CH2:13]([O:20][C:21]1[CH:26]=[CH:25][C:24]([C:27]2[CH:32]=[C:31]([O:10][CH2:9][CH2:8][CH2:7][N:1]3[CH2:6][CH2:5][O:4][CH2:3][CH2:2]3)[N:30]=[N:29][C:28]=2[CH2:34][CH2:35][CH2:36][CH3:37])=[CH:23][CH:22]=1)[C:14]1[CH:15]=[CH:16][CH:17]=[CH:18][CH:19]=1. The yield is 0.750. (2) The reactants are [CH3:1][C:2]1[CH:3]=[C:4]([O:15][C:16]2[C:25]3[C:20](=[CH:21][C:22]([OH:28])=[C:23]([O:26][CH3:27])[CH:24]=3)[N:19]=[CH:18][CH:17]=2)[C:5]([C:9]2[CH:10]=[N:11][CH:12]=[CH:13][CH:14]=2)=[N:6][C:7]=1[CH3:8].C(=O)([O-])[O-].[K+].[K+].Br[CH2:36][CH2:37][OH:38]. The catalyst is CN(C)C=O. The product is [CH3:1][C:2]1[CH:3]=[C:4]([O:15][C:16]2[C:25]3[C:20](=[CH:21][C:22]([O:28][CH2:36][CH2:37][OH:38])=[C:23]([O:26][CH3:27])[CH:24]=3)[N:19]=[CH:18][CH:17]=2)[C:5]([C:9]2[CH:10]=[N:11][CH:12]=[CH:13][CH:14]=2)=[N:6][C:7]=1[CH3:8]. The yield is 0.790. (3) The reactants are [CH2:1]([C:3]1([CH2:7][OH:8])[CH2:6][O:5][CH2:4]1)[CH3:2].[S:9](Cl)([C:12]1[CH:18]=[CH:17][C:15]([CH3:16])=[CH:14][CH:13]=1)(=[O:11])=[O:10].CCN(CC)CC. The catalyst is CN(C1C=CN=CC=1)C. The product is [CH3:16][C:15]1[CH:17]=[CH:18][C:12]([S:9]([O:8][CH2:7][C:3]2([CH2:1][CH3:2])[CH2:6][O:5][CH2:4]2)(=[O:11])=[O:10])=[CH:13][CH:14]=1. The yield is 0.910.